This data is from Peptide-MHC class I binding affinity with 185,985 pairs from IEDB/IMGT. The task is: Regression. Given a peptide amino acid sequence and an MHC pseudo amino acid sequence, predict their binding affinity value. This is MHC class I binding data. (1) The peptide sequence is LEARVNLSV. The MHC is HLA-B15:42 with pseudo-sequence HLA-B15:42. The binding affinity (normalized) is 0.213. (2) The peptide sequence is GQGGSPTAM. The MHC is HLA-B07:02 with pseudo-sequence HLA-B07:02. The binding affinity (normalized) is 0.0729. (3) The peptide sequence is FQPQNGQFC. The MHC is H-2-Kb with pseudo-sequence H-2-Kb. The binding affinity (normalized) is 0.0258.